The task is: Predict the reactants needed to synthesize the given product.. This data is from Full USPTO retrosynthesis dataset with 1.9M reactions from patents (1976-2016). (1) Given the product [CH:10]1[C:11]2[C:12](=[CH:14][C:15]([NH:17][CH2:18][CH2:19][CH2:20][CH2:21][C:22]([NH:43][C:42]3[CH:41]=[CH:40][CH:39]=[CH:38][C:46]=3[NH2:45])=[O:23])=[O:16])[C:13]3[C:5](=[CH:4][CH:3]=[CH:2][CH:1]=3)[C:6]=2[CH:7]=[CH:8][CH:9]=1, predict the reactants needed to synthesize it. The reactants are: [CH:1]1[C:13]2[C:12](=[CH:14][C:15]([NH:17][CH2:18][CH2:19][CH2:20][CH2:21][C:22](O)=[O:23])=[O:16])[C:11]3[C:6](=[CH:7][CH:8]=[CH:9][CH:10]=3)[C:5]=2[CH:4]=[CH:3][CH:2]=1.Cl.C(N=C=NCCCN(C)C)C.O[C:38]1[C:46]2[N:45]=N[NH:43][C:42]=2[CH:41]=[CH:40][CH:39]=1.C(N(CC)CC)C.C1(N)C=CC=CC=1N. (2) Given the product [Cl:38][C:3]1[C:4]2[CH2:12][N:11]([C:13]3[CH:20]=[CH:19][C:18]([CH3:21])=[CH:17][C:14]=3[C:15]#[N:16])[CH2:10][CH2:9][C:5]=2[N:6]=[CH:7][N:8]=1, predict the reactants needed to synthesize it. The reactants are: CO[C:3]1[C:4]2[CH2:12][N:11]([C:13]3[CH:20]=[CH:19][C:18]([CH3:21])=[CH:17][C:14]=3[C:15]#[N:16])[CH2:10][CH2:9][C:5]=2[N:6]=[CH:7][N:8]=1.CN(C)C1C=CC=CC=1.CN(C)C=O.P(Cl)(Cl)([Cl:38])=O.[OH-].[Na+]. (3) Given the product [CH3:1][N:2]([CH3:3])[C:11]1[N:16]=[C:15]([CH2:17][N:18]2[C:26]3[C:21](=[CH:22][CH:23]=[CH:24][CH:25]=3)[C:20]3([C:38]4[C:29](=[CH:30][C:31]5[O:36][CH2:35][CH2:34][O:33][C:32]=5[CH:37]=4)[O:28][CH2:27]3)[C:19]2=[O:39])[CH:14]=[CH:13][CH:12]=1, predict the reactants needed to synthesize it. The reactants are: [CH3:1][NH:2][CH3:3].N1CCOCC1.Cl[C:11]1[N:16]=[C:15]([CH2:17][N:18]2[C:26]3[C:21](=[CH:22][CH:23]=[CH:24][CH:25]=3)[C:20]3([C:38]4[C:29](=[CH:30][C:31]5[O:36][CH2:35][CH2:34][O:33][C:32]=5[CH:37]=4)[O:28][CH2:27]3)[C:19]2=[O:39])[CH:14]=[CH:13][CH:12]=1.ClC1N=CC(CN2C3C(=CC=CC=3)C3(C4C(=CC5OCCOC=5C=4)OC3)C2=O)=CC=1. (4) Given the product [N:3]1([CH2:1][C:11]2[C:12]3[C:17](=[CH:16][CH:15]=[CH:14][CH:13]=3)[NH:9][C:10]=2[C:18]2[C:19](=[O:30])[NH:20][N:21]=[C:22]([C:24]3[CH:29]=[CH:28][N:27]=[CH:26][CH:25]=3)[CH:23]=2)[CH2:8][CH2:7][O:6][CH2:5][CH2:4]1, predict the reactants needed to synthesize it. The reactants are: [CH2:1]=O.[NH:3]1[CH2:8][CH2:7][O:6][CH2:5][CH2:4]1.[NH:9]1[C:17]2[C:12](=[CH:13][CH:14]=[CH:15][CH:16]=2)[CH:11]=[C:10]1[C:18]1[C:19](=[O:30])[NH:20][N:21]=[C:22]([C:24]2[CH:29]=[CH:28][N:27]=[CH:26][CH:25]=2)[CH:23]=1.[OH-].[Na+]. (5) Given the product [CH3:52][O:53][C:54]([C:56]1[CH:61]=[C:60]([C:40]2[CH:39]=[N:38][C:37]([NH2:51])=[C:36]([C:28]3[S:27][C:31]4[CH:32]=[CH:33][CH:34]=[CH:35][C:30]=4[N:29]=3)[CH:41]=2)[CH:59]=[CH:58][N:57]=1)=[O:55], predict the reactants needed to synthesize it. The reactants are: COC(=O)C1C=CC(C2C=NC(N)=C(C3SC4C=CC=CC=4N=3)C=2)=CC=1.[S:27]1[C:31]2[CH:32]=[CH:33][CH:34]=[CH:35][C:30]=2[N:29]=[C:28]1[C:36]1[C:37]([NH2:51])=[N:38][CH:39]=[C:40](B2OC(C)(C)C(C)(C)O2)[CH:41]=1.[CH3:52][O:53][C:54]([C:56]1[CH:61]=[C:60](I)[CH:59]=[CH:58][N:57]=1)=[O:55].C([O-])([O-])=O.[Cs+].[Cs+].